Task: Regression. Given a peptide amino acid sequence and an MHC pseudo amino acid sequence, predict their binding affinity value. This is MHC class I binding data.. Dataset: Peptide-MHC class I binding affinity with 185,985 pairs from IEDB/IMGT (1) The peptide sequence is VTLADAGFMK. The MHC is HLA-A33:01 with pseudo-sequence HLA-A33:01. The binding affinity (normalized) is 0.134. (2) The binding affinity (normalized) is 0.374. The MHC is Patr-A0901 with pseudo-sequence Patr-A0901. The peptide sequence is LWILQASLLKV. (3) The peptide sequence is VIARTHTAL. The MHC is HLA-A30:01 with pseudo-sequence HLA-A30:01. The binding affinity (normalized) is 0.0847. (4) The peptide sequence is LYSFALMLI. The MHC is HLA-A02:01 with pseudo-sequence HLA-A02:01. The binding affinity (normalized) is 0.213. (5) The peptide sequence is EGNLAQGFR. The MHC is HLA-B08:03 with pseudo-sequence HLA-B08:03. The binding affinity (normalized) is 0.0847. (6) The peptide sequence is MLFVNDLMTM. The MHC is HLA-A02:01 with pseudo-sequence HLA-A02:01. The binding affinity (normalized) is 0.637. (7) The peptide sequence is HMMVIFRLM. The MHC is HLA-A02:02 with pseudo-sequence HLA-A02:02. The binding affinity (normalized) is 0.423. (8) The peptide sequence is FQPQNGPFI. The MHC is H-2-Db with pseudo-sequence H-2-Db. The binding affinity (normalized) is 0.217. (9) The peptide sequence is TVDVRNIVT. The MHC is HLA-A02:03 with pseudo-sequence HLA-A02:03. The binding affinity (normalized) is 0.124. (10) The peptide sequence is SLYADSPSV. The MHC is HLA-A11:01 with pseudo-sequence HLA-A11:01. The binding affinity (normalized) is 0.